From a dataset of Forward reaction prediction with 1.9M reactions from USPTO patents (1976-2016). Predict the product of the given reaction. (1) Given the reactants [CH2:1]([O:3][C:4]([N:6]1[CH2:11][CH2:10][N:9]([C:12](=[O:38])[C@@H:13]([NH:22][C:23]([C:25]2[CH:29]=[C:28]([OH:30])[N:27]([C:31]3[CH:36]=[CH:35][CH:34]=[C:33]([F:37])[CH:32]=3)[N:26]=2)=[O:24])[CH2:14][C:15]([O:17][C:18]([CH3:21])([CH3:20])[CH3:19])=[O:16])[CH2:8][CH2:7]1)=[O:5])[CH3:2].Br[CH2:40][C:41]([O:43][CH2:44][C:45]1[CH:50]=[CH:49][CH:48]=[CH:47][CH:46]=1)=[O:42].C(=O)([O-])[O-].[Cs+].[Cs+], predict the reaction product. The product is: [CH2:1]([O:3][C:4]([N:6]1[CH2:7][CH2:8][N:9]([C:12](=[O:38])[C@@H:13]([NH:22][C:23]([C:25]2[CH:29]=[C:28]([O:30][CH2:40][C:41]([O:43][CH2:44][C:45]3[CH:50]=[CH:49][CH:48]=[CH:47][CH:46]=3)=[O:42])[N:27]([C:31]3[CH:36]=[CH:35][CH:34]=[C:33]([F:37])[CH:32]=3)[N:26]=2)=[O:24])[CH2:14][C:15]([O:17][C:18]([CH3:21])([CH3:20])[CH3:19])=[O:16])[CH2:10][CH2:11]1)=[O:5])[CH3:2]. (2) Given the reactants Br[C:2]1[C:10]([CH3:11])=[CH:9][CH:8]=[C:7]2[C:3]=1[CH:4]=[C:5]([CH3:12])[CH2:6]2.[C:13]1([Mg]Br)[CH:18]=[CH:17][CH:16]=[CH:15][CH:14]=1, predict the reaction product. The product is: [CH3:12][C:5]1[CH2:6][C:7]2[C:3]([CH:4]=1)=[C:2]([C:13]1[CH:18]=[CH:17][CH:16]=[CH:15][CH:14]=1)[C:10]([CH3:11])=[CH:9][CH:8]=2. (3) Given the reactants [Cl:1][C:2]1[CH:7]=[CH:6][C:5]([C:8]2[N:12]([CH:13]3[CH2:15][CH2:14]3)[C:11](=[O:16])[N:10]([CH2:17][C:18](O)=[O:19])[N:9]=2)=[CH:4][CH:3]=1.Cl.[Br:22][C:23]1[CH:24]=[CH:25][C:26]([F:31])=[C:27]([CH:30]=1)[CH2:28][NH2:29].C1C=CC2N(O)N=NC=2C=1.C(N(CC)C(C)C)(C)C.CCN=C=NCCCN(C)C.Cl, predict the reaction product. The product is: [Br:22][C:23]1[CH:24]=[CH:25][C:26]([F:31])=[C:27]([CH2:28][NH:29][C:18](=[O:19])[CH2:17][N:10]2[C:11](=[O:16])[N:12]([CH:13]3[CH2:15][CH2:14]3)[C:8]([C:5]3[CH:6]=[CH:7][C:2]([Cl:1])=[CH:3][CH:4]=3)=[N:9]2)[CH:30]=1. (4) Given the reactants C[Si]([N-][Si](C)(C)C)(C)C.[Li+].[C:11]1(C)C=CC=CC=1.[Cl:18][C:19]1[N:24]=[C:23]([O:25][CH3:26])[C:22]([CH:27]([CH3:32])[C:28]([O:30][CH3:31])=[O:29])=[CH:21][CH:20]=1.BrC[C:35]#[N:36], predict the reaction product. The product is: [Cl:18][C:19]1[N:24]=[C:23]([O:25][CH3:26])[C:22]([C:27]([CH3:11])([CH2:32][C:35]#[N:36])[C:28]([O:30][CH3:31])=[O:29])=[CH:21][CH:20]=1. (5) Given the reactants [F:1][C:2]([F:33])([F:32])[C:3]([C:9]1[CH:14]=[CH:13][C:12]([CH2:15][N:16]2[CH2:21][CH2:20][CH:19]([O:22][C:23]3[CH:28]=[CH:27][CH:26]=[C:25]([N+:29]([O-])=O)[CH:24]=3)[CH2:18][CH2:17]2)=[CH:11][CH:10]=1)([OH:8])[C:4]([F:7])([F:6])[F:5].[H][H], predict the reaction product. The product is: [NH2:29][C:25]1[CH:24]=[C:23]([CH:28]=[CH:27][CH:26]=1)[O:22][CH:19]1[CH2:20][CH2:21][N:16]([CH2:15][C:12]2[CH:11]=[CH:10][C:9]([C:3]([OH:8])([C:2]([F:33])([F:1])[F:32])[C:4]([F:5])([F:6])[F:7])=[CH:14][CH:13]=2)[CH2:17][CH2:18]1. (6) The product is: [C:38]([NH:41][NH:42][C:10](=[O:12])[C:9]1[CH:13]=[C:14]([N+:16]([O-:18])=[O:17])[CH:15]=[C:7]([N:4]2[CH2:3][CH2:2][O:1][CH2:6][CH2:5]2)[CH:8]=1)(=[O:40])[CH3:39]. Given the reactants [O:1]1[CH2:6][CH2:5][N:4]([C:7]2[CH:8]=[C:9]([CH:13]=[C:14]([N+:16]([O-:18])=[O:17])[CH:15]=2)[C:10]([OH:12])=O)[CH2:3][CH2:2]1.C(=O)(O)[O-].[Na+].C(Cl)CCl.ON1C2N=CC=CC=2N=N1.[C:38]([NH:41][NH2:42])(=[O:40])[CH3:39], predict the reaction product. (7) Given the reactants [NH2:1][C:2]1[N:7]=[C:6]([C:8]2[O:9][CH:10]=[CH:11][CH:12]=2)[N:5]=[C:4](O)[CH:3]=1.[C:14]([O:18]C(=O)CC)(=O)[CH2:15][CH3:16].P(Cl)(Cl)([Cl:25])=O, predict the reaction product. The product is: [Cl:25][C:4]1[N:5]=[C:6]([C:8]2[O:9][CH:10]=[CH:11][CH:12]=2)[N:7]=[C:2]([NH:1][C:14](=[O:18])[CH2:15][CH3:16])[CH:3]=1.